From a dataset of Full USPTO retrosynthesis dataset with 1.9M reactions from patents (1976-2016). Predict the reactants needed to synthesize the given product. (1) Given the product [C:39]([O:38][C:36]([N:32]1[CH2:33][CH2:34][CH2:35][C@@H:31]1[CH2:30][O:29][C:28]1[CH:27]=[CH:26][C:25]([C:2]2[C:7]([Cl:8])=[CH:6][C:5]([NH:9][C:10]3[N:14]=[C:13]([NH2:15])[NH:12][N:11]=3)=[CH:4][C:3]=2[Cl:16])=[CH:44][CH:43]=1)=[O:37])([CH3:42])([CH3:40])[CH3:41], predict the reactants needed to synthesize it. The reactants are: Br[C:2]1[C:7]([Cl:8])=[CH:6][C:5]([NH:9][C:10]2[N:14]=[C:13]([NH2:15])[NH:12][N:11]=2)=[CH:4][C:3]=1[Cl:16].CC1(C)C(C)(C)OB([C:25]2[CH:44]=[CH:43][C:28]([O:29][CH2:30][C@H:31]3[CH2:35][CH2:34][CH2:33][N:32]3[C:36]([O:38][C:39]([CH3:42])([CH3:41])[CH3:40])=[O:37])=[CH:27][CH:26]=2)O1.O1CCOCC1.O.C(=O)([O-])[O-].[K+].[K+]. (2) Given the product [Cl:1][C:2]1[CH:3]=[CH:4][C:5]([CH2:6][S:7][C:8]2[CH:9]=[C:10]([OH:24])[C:11](=[O:14])[NH:12][N:13]=2)=[CH:34][CH:35]=1, predict the reactants needed to synthesize it. The reactants are: [Cl:1][C:2]1[CH:35]=[CH:34][C:5]([CH2:6][S:7][C:8]2[N:13]=[N:12][C:11]([O:14]CC3C=CC(OC)=CC=3)=[C:10]([O:24]CC3C=CC(OC)=CC=3)[CH:9]=2)=[CH:4][CH:3]=1.Cl.O1CCOCC1. (3) Given the product [CH:1]1([CH:5]([C:19]2[CH:24]=[CH:23][CH:22]=[CH:21][N:20]=2)[NH:6][C:7]([C:9]2[CH:10]=[C:11]3[C:15](=[CH:16][CH:17]=2)[NH:14][N:13]=[C:12]3[C:36]2[CH:37]=[CH:38][C:33]([O:32][CH:29]3[CH2:28][CH2:27][N:26]([CH3:25])[CH2:31][CH2:30]3)=[CH:34][CH:35]=2)=[O:8])[CH2:4][CH2:3][CH2:2]1, predict the reactants needed to synthesize it. The reactants are: [CH:1]1([CH:5]([C:19]2[CH:24]=[CH:23][CH:22]=[CH:21][N:20]=2)[NH:6][C:7]([C:9]2[CH:10]=[C:11]3[C:15](=[CH:16][CH:17]=2)[NH:14][N:13]=[C:12]3I)=[O:8])[CH2:4][CH2:3][CH2:2]1.[CH3:25][N:26]1[CH2:31][CH2:30][CH:29]([O:32][C:33]2[CH:38]=[CH:37][C:36](B3OC(C)(C)C(C)(C)O3)=[CH:35][CH:34]=2)[CH2:28][CH2:27]1.C([O-])([O-])=O.[Na+].[Na+]. (4) Given the product [Cl:20][C:21]1[C:26]([Cl:27])=[CH:25][CH:24]=[CH:23][C:22]=1[S:28]([NH:13][C:11]1[CH:10]=[CH:9][C:5]2[CH2:6][CH2:7][CH2:8][N:2]([CH3:1])[CH2:3][C:4]=2[CH:12]=1)(=[O:30])=[O:29], predict the reactants needed to synthesize it. The reactants are: [CH3:1][N:2]1[CH2:8][CH2:7][CH2:6][C:5]2[CH:9]=[CH:10][C:11]([NH2:13])=[CH:12][C:4]=2[CH2:3]1.N1C=CC=CC=1.[Cl:20][C:21]1[C:26]([Cl:27])=[CH:25][CH:24]=[CH:23][C:22]=1[S:28](Cl)(=[O:30])=[O:29].